From a dataset of Full USPTO retrosynthesis dataset with 1.9M reactions from patents (1976-2016). Predict the reactants needed to synthesize the given product. (1) Given the product [Si:1]([O:8][CH2:9][C:10]1[N:11]([C:15]2[CH:19]=[CH:18][N:17]([S:20]([C:23]3[CH:29]=[CH:28][C:26]([CH3:27])=[CH:25][CH:24]=3)(=[O:22])=[O:21])[C:16]=2[C:30]([C:32]2[CH:37]=[CH:36][C:35]([C:38]([F:39])([F:40])[F:41])=[CH:34][C:33]=2[O:42][CH3:43])=[O:31])[CH:12]=[CH:13][CH:14]=1)([C:4]([CH3:6])([CH3:7])[CH3:5])([CH3:2])[CH3:3], predict the reactants needed to synthesize it. The reactants are: [Si:1]([O:8][CH2:9][C:10]1[N:11]([C:15]2[CH:19]=[CH:18][N:17]([S:20]([C:23]3[CH:29]=[CH:28][C:26]([CH3:27])=[CH:25][CH:24]=3)(=[O:22])=[O:21])[C:16]=2[CH:30]([C:32]2[CH:37]=[CH:36][C:35]([C:38]([F:41])([F:40])[F:39])=[CH:34][C:33]=2[O:42][CH3:43])[OH:31])[CH:12]=[CH:13][CH:14]=1)([C:4]([CH3:7])([CH3:6])[CH3:5])([CH3:3])[CH3:2]. (2) Given the product [ClH:38].[CH3:1][C:2]1[O:6][N:5]=[C:4]([CH2:7][N:8]2[C:13]3[CH:14]=[C:15]([C:17]4[CH:18]=[CH:19][CH:20]=[CH:21][CH:22]=4)[S:16][C:12]=3[C:11](=[O:23])[N:10]([CH:24]3[CH2:29][CH2:28][NH:27][CH2:26][CH2:25]3)[C:9]2=[O:37])[N:3]=1, predict the reactants needed to synthesize it. The reactants are: [CH3:1][C:2]1[O:6][N:5]=[C:4]([CH2:7][N:8]2[C:13]3[CH:14]=[C:15]([C:17]4[CH:22]=[CH:21][CH:20]=[CH:19][CH:18]=4)[S:16][C:12]=3[C:11](=[O:23])[N:10]([CH:24]3[CH2:29][CH2:28][N:27](C(OC(C)(C)C)=O)[CH2:26][CH2:25]3)[C:9]2=[O:37])[N:3]=1.[ClH:38]. (3) Given the product [C:24]([O:28][C:29](=[O:41])[NH:30][C@H:31]1[CH2:40][CH2:39][C:34]2[N:35]=[C:36]([NH:38][C:18](=[O:20])[C:17]3[CH:21]=[CH:22][CH:23]=[C:15]([CH2:14][N:12]4[CH:13]=[C:9]([C:6]5[CH:5]=[CH:4][C:3]([C:1]#[N:2])=[CH:8][CH:7]=5)[CH:10]=[N:11]4)[CH:16]=3)[S:37][C:33]=2[CH2:32]1)([CH3:27])([CH3:25])[CH3:26], predict the reactants needed to synthesize it. The reactants are: [C:1]([C:3]1[CH:8]=[CH:7][C:6]([C:9]2[CH:10]=[N:11][N:12]([CH2:14][C:15]3[CH:16]=[C:17]([CH:21]=[CH:22][CH:23]=3)[C:18]([OH:20])=O)[CH:13]=2)=[CH:5][CH:4]=1)#[N:2].[C:24]([O:28][C:29](=[O:41])[NH:30][C@H:31]1[CH2:40][CH2:39][C:34]2[N:35]=[C:36]([NH2:38])[S:37][C:33]=2[CH2:32]1)([CH3:27])([CH3:26])[CH3:25].CN(C(ON1N=NC2C=CC=CC1=2)=[N+](C)C)C.[B-](F)(F)(F)F.C(N(CC)C(C)C)(C)C. (4) Given the product [CH3:44][C@H:43]1[C:36]2[C:35]([N:19]3[C:20]4[C:25](=[C:24]([CH2:26][NH:27][C:28](=[O:34])[O:29][C:30]([CH3:33])([CH3:32])[CH3:31])[CH:23]=[CH:22][CH:21]=4)[C:15]4([CH2:14][CH2:13][NH:12][CH2:17][CH2:16]4)[CH2:18]3)=[N:40][CH:39]=[N:38][C:37]=2[CH2:41][CH2:42]1, predict the reactants needed to synthesize it. The reactants are: C([O-])=O.[NH4+].C([N:12]1[CH2:17][CH2:16][C:15]2([C:25]3[C:20](=[CH:21][CH:22]=[CH:23][C:24]=3[CH2:26][NH:27][C:28](=[O:34])[O:29][C:30]([CH3:33])([CH3:32])[CH3:31])[N:19]([C:35]3[C:36]4[C@H:43]([CH3:44])[CH2:42][CH2:41][C:37]=4[N:38]=[CH:39][N:40]=3)[CH2:18]2)[CH2:14][CH2:13]1)C1C=CC=CC=1. (5) Given the product [NH2:24][C:13]1[C:14]([NH:16][C@H:17]2[CH2:18][CH2:19][C@H:20]([OH:23])[CH2:21][CH2:22]2)=[N:15][C:10]([N:1]2[C:5]3[CH:6]=[CH:7][CH:8]=[CH:9][C:4]=3[N:3]=[CH:2]2)=[N:11][CH:12]=1, predict the reactants needed to synthesize it. The reactants are: [N:1]1([C:10]2[N:15]=[C:14]([NH:16][C@H:17]3[CH2:22][CH2:21][C@H:20]([OH:23])[CH2:19][CH2:18]3)[C:13]([N+:24]([O-])=O)=[CH:12][N:11]=2)[C:5]2[CH:6]=[CH:7][CH:8]=[CH:9][C:4]=2[N:3]=[CH:2]1.S(S([O-])=O)([O-])=O.[Na+].[Na+].C([O-])(O)=O.[Na+]. (6) The reactants are: [Cl:1][C:2]1[C:3]([N:12]2[CH2:17][C@H:16]([CH3:18])[O:15][C@H:14]([CH3:19])[CH2:13]2)=[C:4]([CH:8]=[CH:9][C:10]=1[F:11])[C:5]([OH:7])=[O:6].OS(O)(=O)=O.[CH3:25]O. Given the product [Cl:1][C:2]1[C:3]([N:12]2[CH2:13][C@H:14]([CH3:19])[O:15][C@H:16]([CH3:18])[CH2:17]2)=[C:4]([CH:8]=[CH:9][C:10]=1[F:11])[C:5]([O:7][CH3:25])=[O:6], predict the reactants needed to synthesize it.